Dataset: Full USPTO retrosynthesis dataset with 1.9M reactions from patents (1976-2016). Task: Predict the reactants needed to synthesize the given product. (1) Given the product [CH3:15][O:16][C:17]1[CH:18]=[C:19]([NH:20][C:4]([C:6]2[CH:11]=[C:10]([C:12]#[N:13])[CH:9]=[C:8]([CH3:14])[N:7]=2)=[O:5])[CH:21]=[CH:22][CH:23]=1, predict the reactants needed to synthesize it. The reactants are: C(O[C:4]([C:6]1[CH:11]=[C:10]([C:12]#[N:13])[CH:9]=[C:8]([CH3:14])[N:7]=1)=[O:5])C.[CH3:15][O:16][C:17]1[CH:18]=[C:19]([CH:21]=[CH:22][CH:23]=1)[NH2:20]. (2) Given the product [CH3:36][S:37]([OH:40])(=[O:39])=[O:38].[Cl:1][C:2]1[CH:7]=[CH:6][C:5]([NH:8][C:9]([NH:11][C:12]2[CH:13]=[CH:14][CH:15]=[CH:16][CH:17]=2)=[O:10])=[CH:4][C:3]=1[C:18]1[C:19](=[O:32])[N:20]([CH2:30][CH3:31])[C:21]2[C:26]([CH:27]=1)=[CH:25][N:24]=[C:23]([NH:28][CH3:29])[CH:22]=2, predict the reactants needed to synthesize it. The reactants are: [Cl:1][C:2]1[CH:7]=[CH:6][C:5]([NH:8][C:9]([NH:11][C:12]2[CH:17]=[CH:16][CH:15]=[CH:14][CH:13]=2)=[O:10])=[CH:4][C:3]=1[C:18]1[C:19](=[O:32])[N:20]([CH2:30][CH3:31])[C:21]2[C:26]([CH:27]=1)=[CH:25][N:24]=[C:23]([NH:28][CH3:29])[CH:22]=2.CC#N.[CH3:36][S:37]([OH:40])(=[O:39])=[O:38].O. (3) Given the product [Br:17][C:18]1[CH:26]=[C:25]2[NH:24][C:23](=[O:27])[C:22]3([CH:28]([C:29]4[CH:34]=[CH:33][CH:32]=[C:31]([Cl:35])[CH:30]=4)[CH2:12][C:10](=[O:11])[NH:9][CH:8]3[C:3]3[CH:4]=[CH:5][CH:6]=[CH:7][C:2]=3[CH3:1])[C:21]2=[CH:20][CH:19]=1, predict the reactants needed to synthesize it. The reactants are: [CH3:1][C:2]1[CH:7]=[CH:6][CH:5]=[CH:4][C:3]=1[CH:8]=[N:9][C:10]([O:12][Si](C)(C)C)=[CH2:11].[Br:17][C:18]1[CH:26]=[C:25]2[C:21](/[C:22](=[CH:28]/[C:29]3[CH:34]=[CH:33][CH:32]=[C:31]([Cl:35])[CH:30]=3)/[C:23](=[O:27])[NH:24]2)=[CH:20][CH:19]=1.CO. (4) Given the product [Cl:25][C:23]1[CH:22]=[CH:21][C:20]([F:26])=[C:19]([C:16]2[CH:17]=[CH:18][C:13]([CH2:12][CH:2]([NH:1][C:41]([C:39]3[NH:38][N:37]=[N:36][CH:40]=3)=[O:42])[CH2:3][C@:4]([CH2:10][CH3:11])([CH2:8][OH:9])[C:5]([OH:7])=[O:6])=[CH:14][CH:15]=2)[CH:24]=1, predict the reactants needed to synthesize it. The reactants are: [NH2:1][CH:2]([CH2:12][C:13]1[CH:18]=[CH:17][C:16]([C:19]2[CH:24]=[C:23]([Cl:25])[CH:22]=[CH:21][C:20]=2[F:26])=[CH:15][CH:14]=1)[CH2:3][C@:4]([CH2:10][CH3:11])([CH2:8][OH:9])[C:5]([OH:7])=[O:6].CCN(C(C)C)C(C)C.[NH:36]1[CH:40]=[C:39]([C:41](O)=[O:42])[N:38]=[N:37]1.CN(C(ON1N=NC2C=CC=NC1=2)=[N+](C)C)C.F[P-](F)(F)(F)(F)F. (5) Given the product [CH3:1][C:2]1([CH3:10])[CH2:7][CH:6]([CH2:8][OH:9])[CH2:5][CH2:4][O:3]1, predict the reactants needed to synthesize it. The reactants are: [CH3:1][C:2]1([CH3:10])[CH2:7][CH:6]([CH:8]=[O:9])[CH2:5][CH2:4][O:3]1.[BH4-].[Na+]. (6) Given the product [OH:41][C@H:31]([C:32]1[CH:37]=[CH:36][C:35]([OH:38])=[C:34]([CH2:39][OH:40])[CH:33]=1)[CH2:30][NH:8][CH2:9][CH2:10][CH2:11][CH2:12][CH2:13][CH2:14][CH2:15][O:16][CH2:17][CH2:18][CH2:19][C:20]1[CH:21]=[C:22]([S:26]([NH2:29])(=[O:28])=[O:27])[CH:23]=[CH:24][CH:25]=1, predict the reactants needed to synthesize it. The reactants are: C([N:8]([CH2:30][C@H:31]([OH:41])[C:32]1[CH:37]=[CH:36][C:35]([OH:38])=[C:34]([CH2:39][OH:40])[CH:33]=1)[CH2:9][CH2:10][CH2:11][CH2:12][CH2:13][CH2:14][CH2:15][O:16][CH2:17][CH2:18][CH2:19][C:20]1[CH:21]=[C:22]([S:26]([NH2:29])(=[O:28])=[O:27])[CH:23]=[CH:24][CH:25]=1)C1C=CC=CC=1. (7) Given the product [CH2:1]([C@@:8]1([CH3:15])[NH:12][C:11](=[O:13])[C:10]([CH:16]([C:29]2[NH:30][C:31]3[C:27]([C:28]=2[CH3:34])=[CH:26][C:25]([F:24])=[CH:33][CH:32]=3)[C:17]2[CH:22]=[CH:21][CH:20]=[CH:19][CH:18]=2)=[C:9]1[OH:14])[C:2]1[CH:3]=[CH:4][CH:5]=[CH:6][CH:7]=1, predict the reactants needed to synthesize it. The reactants are: [CH2:1]([C@@:8]1([CH3:15])[NH:12][C:11](=[O:13])[CH:10]=[C:9]1[OH:14])[C:2]1[CH:7]=[CH:6][CH:5]=[CH:4][CH:3]=1.[CH:16](=O)[C:17]1[CH:22]=[CH:21][CH:20]=[CH:19][CH:18]=1.[F:24][C:25]1[CH:26]=[C:27]2[C:31](=[CH:32][CH:33]=1)[NH:30][CH:29]=[C:28]2[CH3:34]. (8) Given the product [CH3:2][C@H:3]1[CH2:8][CH2:7][NH:6][CH2:5][C@H:4]1[C:16]([N:18]1[CH2:22][CH2:21][CH2:20][CH2:19]1)=[O:17], predict the reactants needed to synthesize it. The reactants are: Cl.[CH3:2][C@H:3]1[CH2:8][CH2:7][N:6](C(OC(C)(C)C)=O)[CH2:5][C@H:4]1[C:16]([N:18]1[CH2:22][CH2:21][CH2:20][CH2:19]1)=[O:17]. (9) Given the product [F:22][C:21]([F:24])([F:23])[C:35]([OH:38])=[O:36].[Cl:1][C:2]1[CH:7]=[CH:6][C:5]([NH:8][C:9]2[O:13][C:12]([C:14]3[CH:15]=[CH:16][C:17]([O:20][C:42]4[CH:43]=[N:44][CH:45]=[CH:46][CH:47]=4)=[CH:18][CH:19]=3)=[N:11][N:10]=2)=[CH:4][C:3]=1[C:21]([F:22])([F:23])[F:24], predict the reactants needed to synthesize it. The reactants are: [Cl:1][C:2]1[CH:7]=[CH:6][C:5]([NH:8][C:9]2[O:13][C:12]([C:14]3[CH:19]=[CH:18][C:17]([OH:20])=[CH:16][CH:15]=3)=[N:11][N:10]=2)=[CH:4][C:3]=1[C:21]([F:24])([F:23])[F:22].C[Si]([N-][Si](C)(C)C)(C)C.[K+].[C:35]([O-:38])([O-])=[O:36].[K+].[K+].Br[C:42]1[CH:43]=[N:44][CH:45]=[CH:46][CH:47]=1.